The task is: Binary Classification. Given a T-cell receptor sequence (or CDR3 region) and an epitope sequence, predict whether binding occurs between them.. This data is from TCR-epitope binding with 47,182 pairs between 192 epitopes and 23,139 TCRs. (1) The epitope is LLFNKVTLA. The TCR CDR3 sequence is CASSLEAGAVFMDF. Result: 0 (the TCR does not bind to the epitope). (2) The epitope is TFYLTNDVSFL. The TCR CDR3 sequence is CASSQGTGGKDEQYF. Result: 0 (the TCR does not bind to the epitope).